From a dataset of Reaction yield outcomes from USPTO patents with 853,638 reactions. Predict the reaction yield, written as a fraction of the theoretical maximum amount of product (1.0 means a 100% yield; for example, 0.34 means a 34% yield). (1) The reactants are C([O:3][C:4]([C:6]1[S:10][C:9]([C:11]2[CH:16]=[CH:15][C:14]([Cl:17])=[CH:13][CH:12]=2)=[N:8][C:7]=1[CH2:18][C:19]([O:21]CC)=[O:20])=[O:5])C.[OH-].[Na+].Cl. The catalyst is CCO. The product is [C:19]([CH2:18][C:7]1[N:8]=[C:9]([C:11]2[CH:12]=[CH:13][C:14]([Cl:17])=[CH:15][CH:16]=2)[S:10][C:6]=1[C:4]([OH:5])=[O:3])([OH:21])=[O:20]. The yield is 0.950. (2) The reactants are [F:1][CH2:2][CH2:3][CH2:4]OS(C)(=O)=O.[C:10]1(=[O:20])[NH:14][C:13](=[O:15])[C:12]2=[CH:16][CH:17]=[CH:18][CH:19]=[C:11]12.[K].O. The catalyst is CN(C=O)C. The product is [F:1][CH2:2][CH2:3][CH2:4][N:14]1[C:10](=[O:20])[C:11]2[C:12](=[CH:16][CH:17]=[CH:18][CH:19]=2)[C:13]1=[O:15]. The yield is 0.997. (3) The reactants are [NH2:1][C@:2]12[CH2:37][CH2:36][C@@H:35]([CH:38]([CH3:40])[CH3:39])[C@@H:3]1[C@@H:4]1[C@@:17]([CH3:20])([CH2:18][CH2:19]2)[C@@:16]2([CH3:21])[C@@H:7]([C@:8]3([CH3:34])[C@@H:13]([CH2:14][CH2:15]2)[C:12]([CH3:23])([CH3:22])[C@@H:11]([C:24]2[CH:33]=[CH:32][C:27]([C:28]([O:30][CH3:31])=[O:29])=[CH:26][CH:25]=2)[CH2:10][CH2:9]3)[CH2:6][CH2:5]1.Cl[CH2:42][CH2:43][N:44]1[CH2:49][CH2:48][S:47](=[O:51])(=[O:50])[CH2:46][CH2:45]1.P([O-])([O-])([O-])=O.[K+].[K+].[K+].[I-].[K+]. The catalyst is C(#N)C. The product is [O:50]=[S:47]1(=[O:51])[CH2:48][CH2:49][N:44]([CH2:43][CH2:42][NH:1][C@:2]23[CH2:37][CH2:36][C@@H:35]([CH:38]([CH3:40])[CH3:39])[C@@H:3]2[C@@H:4]2[C@@:17]([CH3:20])([CH2:18][CH2:19]3)[C@@:16]3([CH3:21])[C@@H:7]([C@:8]4([CH3:34])[C@@H:13]([CH2:14][CH2:15]3)[C:12]([CH3:22])([CH3:23])[C@@H:11]([C:24]3[CH:25]=[CH:26][C:27]([C:28]([O:30][CH3:31])=[O:29])=[CH:32][CH:33]=3)[CH2:10][CH2:9]4)[CH2:6][CH2:5]2)[CH2:45][CH2:46]1. The yield is 0.620. (4) The reactants are [NH2:1][C:2]1[CH:7]=[C:6]([OH:8])[CH:5]=[CH:4][N:3]=1.[Br:9][C:10]1[CH:11]=[C:12]([F:17])[C:13](F)=[N:14][CH:15]=1.CCOC(C)=O. The catalyst is CN(C=O)C. The product is [Br:9][C:10]1[CH:11]=[C:12]([F:17])[C:13]([O:8][C:6]2[CH:5]=[CH:4][N:3]=[C:2]([NH2:1])[CH:7]=2)=[N:14][CH:15]=1. The yield is 0.463. (5) The catalyst is C1C=CC(P(C2C=CC=CC=2)[C-]2C=CC=C2)=CC=1.C1C=CC(P(C2C=CC=CC=2)[C-]2C=CC=C2)=CC=1.Cl[Pd]Cl.[Fe+2].O.CN(C=O)C. The yield is 0.440. The reactants are [C:1]([O:5][C:6]([N:8]1[CH2:13][CH2:12][C:11](=[CH2:14])[CH2:10][CH2:9]1)=[O:7])([CH3:4])([CH3:3])[CH3:2].B1C2CCCC1CCC2.Br[C:25]1[CH:26]=[C:27]2[C:31](=[C:32]([Cl:34])[CH:33]=1)[C:30](=[O:35])[N:29]([CH2:36][C:37]1[CH:42]=[CH:41][C:40]([O:43][C:44]([F:47])([F:46])[F:45])=[CH:39][CH:38]=1)[CH2:28]2.C(=O)([O-])[O-].[K+].[K+].[OH-].[Na+]. The product is [C:1]([O:5][C:6]([N:8]1[CH2:13][CH2:12][CH:11]([CH2:14][C:25]2[CH:26]=[C:27]3[C:31](=[C:32]([Cl:34])[CH:33]=2)[C:30](=[O:35])[N:29]([CH2:36][C:37]2[CH:42]=[CH:41][C:40]([O:43][C:44]([F:46])([F:47])[F:45])=[CH:39][CH:38]=2)[CH2:28]3)[CH2:10][CH2:9]1)=[O:7])([CH3:4])([CH3:3])[CH3:2]. (6) The reactants are [C:1]([O:9][CH2:10][CH3:11])(=[O:8])[CH2:2][C:3]([O:5][CH2:6][CH3:7])=[O:4].[H-].[Na+].[Br:14][C:15]1[CH:16]=[C:17]([Cl:22])[C:18](Cl)=[N:19][CH:20]=1. The catalyst is CN(C=O)C. The product is [Br:14][C:15]1[CH:16]=[C:17]([Cl:22])[C:18]([CH:2]([C:3]([O:5][CH2:6][CH3:7])=[O:4])[C:1]([O:9][CH2:10][CH3:11])=[O:8])=[N:19][CH:20]=1. The yield is 0.520. (7) The reactants are F[C:2]1[CH:7]=[CH:6][C:5]([N+:8]([O-])=O)=[CH:4][CH:3]=1.C[O:12][C:13]1[CH:18]=[C:17]([CH2:19][CH3:20])[CH:16]=[CH:15][C:14]=1[OH:21].BrC1C([F:29])=CC(O)=C(OC)C=1. No catalyst specified. The product is [NH2:8][C:5]1[CH:6]=[CH:7][C:2]([O:21][C:14]2[CH:15]=[C:16]([F:29])[C:17]([CH2:19][CH3:20])=[CH:18][C:13]=2[OH:12])=[CH:3][CH:4]=1. The yield is 0.770. (8) The reactants are Br[C:2]1[CH:3]=[C:4]([OH:21])[C:5]([C:12]([NH:14][CH2:15][C:16]([O:18]CC)=[O:17])=[O:13])=[C:6]2[C:11]=1[N:10]=[CH:9][CH:8]=[N:7]2.C([Sn](CCCC)(CCCC)[C:27]1[N:28]=[CH:29][S:30][CH:31]=1)CCC.[OH-].[Na+]. The catalyst is O1CCOCC1.CO.C1C=CC([P]([Pd]([P](C2C=CC=CC=2)(C2C=CC=CC=2)C2C=CC=CC=2)([P](C2C=CC=CC=2)(C2C=CC=CC=2)C2C=CC=CC=2)[P](C2C=CC=CC=2)(C2C=CC=CC=2)C2C=CC=CC=2)(C2C=CC=CC=2)C2C=CC=CC=2)=CC=1. The product is [OH:21][C:4]1[C:5]([C:12]([NH:14][CH2:15][C:16]([OH:18])=[O:17])=[O:13])=[C:6]2[C:11](=[C:2]([C:27]3[N:28]=[CH:29][S:30][CH:31]=3)[CH:3]=1)[N:10]=[CH:9][CH:8]=[N:7]2. The yield is 0.628.